Dataset: NCI-60 drug combinations with 297,098 pairs across 59 cell lines. Task: Regression. Given two drug SMILES strings and cell line genomic features, predict the synergy score measuring deviation from expected non-interaction effect. Drug 1: CC1C(C(CC(O1)OC2CC(OC(C2O)C)OC3=CC4=CC5=C(C(=O)C(C(C5)C(C(=O)C(C(C)O)O)OC)OC6CC(C(C(O6)C)O)OC7CC(C(C(O7)C)O)OC8CC(C(C(O8)C)O)(C)O)C(=C4C(=C3C)O)O)O)O. Drug 2: CC1C(C(CC(O1)OC2CC(CC3=C2C(=C4C(=C3O)C(=O)C5=CC=CC=C5C4=O)O)(C(=O)C)O)N)O. Cell line: TK-10. Synergy scores: CSS=48.6, Synergy_ZIP=2.35, Synergy_Bliss=6.43, Synergy_Loewe=1.86, Synergy_HSA=7.13.